This data is from Forward reaction prediction with 1.9M reactions from USPTO patents (1976-2016). The task is: Predict the product of the given reaction. (1) Given the reactants [C:1]1([C:7]2[S:11][C:10]([NH:12][C:13]([NH:15][C:16]3[C:21]([Cl:22])=[CH:20][C:19]([Cl:23])=[CH:18][C:17]=3[Cl:24])=[O:14])=[C:9]([C:25]([O:27]C(C)(C)C)=[O:26])[CH:8]=2)[CH:6]=[CH:5][CH:4]=[CH:3][CH:2]=1.C(O)(C(F)(F)F)=O, predict the reaction product. The product is: [C:1]1([C:7]2[S:11][C:10]([NH:12][C:13]([NH:15][C:16]3[C:21]([Cl:22])=[CH:20][C:19]([Cl:23])=[CH:18][C:17]=3[Cl:24])=[O:14])=[C:9]([C:25]([OH:27])=[O:26])[CH:8]=2)[CH:2]=[CH:3][CH:4]=[CH:5][CH:6]=1. (2) Given the reactants [CH:1]([NH:4][CH2:5][CH2:6][NH2:7])([CH3:3])[CH3:2].[N:8]#[C:9][Br:10], predict the reaction product. The product is: [BrH:10].[CH:1]([N:4]1[CH2:5][CH2:6][N:7]=[C:9]1[NH2:8])([CH3:3])[CH3:2]. (3) Given the reactants [C:1]1([NH2:12])[C:10]2[CH:9]=[CH:8][CH:7]=[C:6]([NH2:11])[C:5]=2[CH:4]=[CH:3][CH:2]=1.Br[CH2:14][CH2:15][CH2:16][CH2:17][CH2:18][CH2:19][CH2:20][CH3:21].C(=O)([O-])[O-].[K+].[K+], predict the reaction product. The product is: [CH2:14]([N:12]([CH2:9][CH2:10][CH2:1][CH2:2][CH2:3][CH2:4][CH2:5][CH3:6])[C:1]1[C:10]2[CH:9]=[CH:8][CH:7]=[C:6]([N:11]([CH2:14][CH2:15][CH2:16][CH2:17][CH2:18][CH2:19][CH2:20][CH3:21])[CH2:14][CH2:15][CH2:16][CH2:17][CH2:18][CH2:19][CH2:20][CH3:21])[C:5]=2[CH:4]=[CH:3][CH:2]=1)[CH2:15][CH2:16][CH2:17][CH2:18][CH2:19][CH2:20][CH3:21].